Dataset: Forward reaction prediction with 1.9M reactions from USPTO patents (1976-2016). Task: Predict the product of the given reaction. (1) Given the reactants [F:1][CH:2]([F:17])[O:3][C:4]1[N:9]=[C:8]([C:10]([NH:13]C(=O)[O-])([CH3:12])[CH3:11])[CH:7]=[CH:6][CH:5]=1.CO.O, predict the reaction product. The product is: [F:17][CH:2]([F:1])[O:3][C:4]1[N:9]=[C:8]([C:10]([NH2:13])([CH3:11])[CH3:12])[CH:7]=[CH:6][CH:5]=1. (2) The product is: [CH2:1]([O:9][C:10](=[O:20])[CH:11]=[CH:12][C:13]1[CH:18]=[CH:17][CH:16]=[CH:15][C:14]=1[O:19][C:26]([O:25][CH2:24][CH2:23][CH:22]([CH3:21])[CH2:29][CH2:30][C:31]1[CH:32]=[CH:33][CH:34]=[CH:35][CH:36]=1)=[O:27])[CH2:2][C:3]1[CH:4]=[CH:5][CH:6]=[CH:7][CH:8]=1. Given the reactants [CH2:1]([O:9][C:10](=[O:20])[CH:11]=[CH:12][C:13]1[CH:18]=[CH:17][CH:16]=[CH:15][C:14]=1[OH:19])[CH2:2][C:3]1[CH:8]=[CH:7][CH:6]=[CH:5][CH:4]=1.[CH3:21][CH:22]([CH2:29][CH2:30][C:31]1[CH:36]=[CH:35][CH:34]=[CH:33][CH:32]=1)[CH2:23][CH2:24][O:25][C:26](Cl)=[O:27].N1C=CC=CC=1, predict the reaction product. (3) The product is: [C:12]12([CH2:22][C:23]([NH:1][N:2]3[C:7](=[O:8])[C:6]4[S:9][CH:10]=[CH:11][C:5]=4[N:4]=[CH:3]3)=[O:24])[CH2:19][CH:18]3[CH2:17][CH:16]([CH2:15][CH:14]([CH2:20]3)[CH2:13]1)[CH2:21]2. Given the reactants [NH2:1][N:2]1[C:7](=[O:8])[C:6]2[S:9][CH:10]=[CH:11][C:5]=2[N:4]=[CH:3]1.[C:12]12([CH2:22][C:23](Cl)=[O:24])[CH2:21][CH:16]3[CH2:17][CH:18]([CH2:20][CH:14]([CH2:15]3)[CH2:13]1)[CH2:19]2.N, predict the reaction product. (4) Given the reactants [F:1][C:2]1[CH:7]=[CH:6][C:5]([C:8]2[C:19](=[O:20])[N:18]([CH3:21])[C:11]3[N:12]=[C:13](SC)[N:14]=[CH:15][C:10]=3[CH:9]=2)=[CH:4][C:3]=1[NH:22][C:23]([NH:25][C:26]1[O:30][N:29]=[C:28]([CH:31]([CH3:33])[CH3:32])[CH:27]=1)=[O:24].[NH2:34][C@H:35]([CH2:37][OH:38])[CH3:36], predict the reaction product. The product is: [F:1][C:2]1[CH:7]=[CH:6][C:5]([C:8]2[C:19](=[O:20])[N:18]([CH3:21])[C:11]3[N:12]=[C:13]([NH:34][C@@H:35]([CH3:36])[CH2:37][OH:38])[N:14]=[CH:15][C:10]=3[CH:9]=2)=[CH:4][C:3]=1[NH:22][C:23]([NH:25][C:26]1[O:30][N:29]=[C:28]([CH:31]([CH3:33])[CH3:32])[CH:27]=1)=[O:24]. (5) Given the reactants C(OC([NH:8][CH2:9][CH2:10][C:11]1[CH:16]=[CH:15][C:14]([NH:17][C:18]2[C:19](=[O:32])[NH:20][C:21](=[O:31])[C:22]=2[C:23]2[CH:28]=[CH:27][CH:26]=[CH:25][C:24]=2[O:29][CH3:30])=[CH:13][CH:12]=1)=O)(C)(C)C, predict the reaction product. The product is: [NH2:8][CH2:9][CH2:10][C:11]1[CH:12]=[CH:13][C:14]([NH:17][C:18]2[C:19](=[O:32])[NH:20][C:21](=[O:31])[C:22]=2[C:23]2[CH:28]=[CH:27][CH:26]=[CH:25][C:24]=2[O:29][CH3:30])=[CH:15][CH:16]=1. (6) Given the reactants [C:1]([C:3]1[CH:4]=[CH:5][C:6]([C:9]([OH:11])=[O:10])=[N:7][CH:8]=1)#[N:2].[NH2:12][OH:13], predict the reaction product. The product is: [OH:13][N:12]=[C:1]([C:3]1[CH:4]=[CH:5][C:6]([C:9]([OH:11])=[O:10])=[N:7][CH:8]=1)[NH2:2]. (7) Given the reactants C([C:3]1[N:4]([C:17]2[CH:22]=[CH:21][CH:20]=[C:19]([Br:23])[CH:18]=2)[C:5]2[C:10]([C:11](=[O:16])[C:12]=1[C:13]([O-:15])=[O:14])=[CH:9][CH:8]=[CH:7][N:6]=2)C.CO.[OH-].[Na+], predict the reaction product. The product is: [Br:23][C:19]1[CH:18]=[C:17]([N:4]2[C:5]3[C:10](=[CH:9][CH:8]=[CH:7][N:6]=3)[C:11](=[O:16])[C:12]([C:13]([OH:15])=[O:14])=[CH:3]2)[CH:22]=[CH:21][CH:20]=1.